This data is from Forward reaction prediction with 1.9M reactions from USPTO patents (1976-2016). The task is: Predict the product of the given reaction. (1) Given the reactants [CH:1]([O:4][C:5]([C@H:7]1[CH2:12][CH2:11][C@H:10]([C:13]2[CH:18]=[CH:17][C:16]([NH2:19])=[CH:15][CH:14]=2)[CH2:9][CH2:8]1)=[O:6])([CH3:3])[CH3:2].C(N(CC)CC)C.[C:27](OC(=O)C)(=[O:29])[CH3:28], predict the reaction product. The product is: [CH:1]([O:4][C:5]([C@H:7]1[CH2:8][CH2:9][C@H:10]([C:13]2[CH:14]=[CH:15][C:16]([NH:19][C:27](=[O:29])[CH3:28])=[CH:17][CH:18]=2)[CH2:11][CH2:12]1)=[O:6])([CH3:3])[CH3:2]. (2) The product is: [CH:1]([NH:11][C:12]1[CH:17]=[CH:16][CH:15]=[CH:14][C:13]=1[C:18](=[O:51])[CH2:19][N:20]1[C:29](=[O:30])[C:28]2[N:27]([CH2:31][CH:32]=[C:33]([CH3:35])[CH3:34])[C:26]([N:36]3[CH2:41][CH2:40][CH2:39][CH:38]([NH:42][C:43]([O:45][C:46]([CH3:49])([CH3:48])[CH3:47])=[O:44])[CH2:37]3)=[N:25][C:24]=2[N:23]([CH3:50])[C:21]1=[O:22])=[O:2]. Given the reactants [CH:1](O)=[O:2].C(OC(=O)C)(=O)C.[NH2:11][C:12]1[CH:17]=[CH:16][CH:15]=[CH:14][C:13]=1[C:18](=[O:51])[CH2:19][N:20]1[C:29](=[O:30])[C:28]2[N:27]([CH2:31][CH:32]=[C:33]([CH3:35])[CH3:34])[C:26]([N:36]3[CH2:41][CH2:40][CH2:39][CH:38]([NH:42][C:43]([O:45][C:46]([CH3:49])([CH3:48])[CH3:47])=[O:44])[CH2:37]3)=[N:25][C:24]=2[N:23]([CH3:50])[C:21]1=[O:22].C(=O)([O-])[O-].[K+].[K+], predict the reaction product. (3) Given the reactants [Br:1][C:2]1[CH:7]=[C:6]([N+:8]([O-])=O)[CH:5]=[C:4]([Br:11])[C:3]=1[OH:12].O.O.[Sn](Cl)Cl, predict the reaction product. The product is: [NH2:8][C:6]1[CH:7]=[C:2]([Br:1])[C:3]([OH:12])=[C:4]([Br:11])[CH:5]=1.